Dataset: Full USPTO retrosynthesis dataset with 1.9M reactions from patents (1976-2016). Task: Predict the reactants needed to synthesize the given product. Given the product [CH3:1][C@H:2]1[CH2:4][C@H:3]1[C:5]1[C:13]2[C:8](=[N:9][CH:10]=[C:11]([NH2:14])[CH:12]=2)[NH:7][N:6]=1, predict the reactants needed to synthesize it. The reactants are: [CH3:1][C@H:2]1[CH2:4][C@H:3]1[C:5]1[C:13]2[C:8](=[N:9][CH:10]=[C:11]([N+:14]([O-])=O)[CH:12]=2)[NH:7][N:6]=1.[H][H].